Dataset: Reaction yield outcomes from USPTO patents with 853,638 reactions. Task: Predict the reaction yield, written as a fraction of the theoretical maximum amount of product (1.0 means a 100% yield; for example, 0.34 means a 34% yield). The reactants are [NH2:1][C:2](=[O:47])[CH2:3][C:4]1[CH:9]=[CH:8][CH:7]=[CH:6][C:5]=1[C:10]#[C:11][C:12]1[C:17]([C:18]([F:21])([F:20])[F:19])=[CH:16][N:15]=[C:14]([NH:22][C:23]2[CH:28]=[CH:27][C:26]([CH:29]3[CH2:34][CH2:33][N:32]([C:35]([O:37][C:38]([CH3:41])([CH3:40])[CH3:39])=[O:36])[CH2:31][CH2:30]3)=[CH:25][C:24]=2[O:42][C:43]([F:46])([F:45])[F:44])[N:13]=1. The catalyst is CN(C=O)C.CCOC(C)=O.[OH-].[OH-].[Pd+2]. The product is [NH2:1][C:2](=[O:47])[CH2:3][C:4]1[CH:9]=[CH:8][CH:7]=[CH:6][C:5]=1[CH2:10][CH2:11][C:12]1[C:17]([C:18]([F:19])([F:21])[F:20])=[CH:16][N:15]=[C:14]([NH:22][C:23]2[CH:28]=[CH:27][C:26]([CH:29]3[CH2:30][CH2:31][N:32]([C:35]([O:37][C:38]([CH3:41])([CH3:40])[CH3:39])=[O:36])[CH2:33][CH2:34]3)=[CH:25][C:24]=2[O:42][C:43]([F:46])([F:45])[F:44])[N:13]=1. The yield is 0.880.